Dataset: Full USPTO retrosynthesis dataset with 1.9M reactions from patents (1976-2016). Task: Predict the reactants needed to synthesize the given product. (1) Given the product [NH2:1][C:2]1[N:7]=[C:6]([C:8]2[O:9][CH:10]=[CH:11][CH:12]=2)[C:5]([C:13]#[N:14])=[C:4]([NH:28][CH2:27][C:24]2[CH:23]=[CH:22][C:21]([CH3:20])=[CH:26][N:25]=2)[N:3]=1, predict the reactants needed to synthesize it. The reactants are: [NH2:1][C:2]1[N:7]=[C:6]([C:8]2[O:9][CH:10]=[CH:11][CH:12]=2)[C:5]([C:13]#[N:14])=[C:4](S(C)=O)[N:3]=1.Cl.Cl.[CH3:20][C:21]1[CH:22]=[CH:23][C:24]([CH2:27][NH2:28])=[N:25][CH:26]=1.C1CCN2C(=NCCC2)CC1. (2) Given the product [F:34][C:35]1[C:43]([C:44]([F:47])([F:46])[F:45])=[CH:42][CH:41]=[CH:40][C:36]=1[C:37]([N:13]1[CH2:14][CH2:15][C:16]2[N:8]([C:6]3[CH:5]=[CH:4][CH:3]=[C:2]([CH3:1])[N:7]=3)[N:9]=[N:10][C:11]=2[CH:12]1[CH3:17])=[O:38], predict the reactants needed to synthesize it. The reactants are: [CH3:1][C:2]1[N:7]=[C:6]([N:8]2[C:16]3[CH:15]=[CH:14][N:13]=[CH:12][C:11]=3[N:10]=[N:9]2)[CH:5]=[CH:4][CH:3]=1.[CH3:17]C1C(N2C3C=CN=CC=3N=N2)=NC=C(C)C=1.[F:34][C:35]1[C:43]([C:44]([F:47])([F:46])[F:45])=[CH:42][CH:41]=[CH:40][C:36]=1[C:37](Cl)=[O:38].ClC1C(C(F)(F)F)=CC=CC=1C(Cl)=O. (3) Given the product [Cl:28][C:29]1[C:34]([F:35])=[CH:33][C:32]([NH:36][C:11](=[O:12])[C:6]2[C:5]([O:4][C:3]3[CH:23]=[C:24]([Cl:27])[CH:25]=[CH:26][C:2]=3[Cl:1])=[CH:10][CH:9]=[N:8][CH:7]=2)=[C:31]([N:37]([CH:39]2[CH2:40][CH2:41]2)[CH3:38])[CH:30]=1, predict the reactants needed to synthesize it. The reactants are: [Cl:1][C:2]1[CH:26]=[CH:25][C:24]([Cl:27])=[CH:23][C:3]=1[O:4][C:5]1[CH:10]=[CH:9][N:8]=[CH:7][C:6]=1[C:11](N1C2C(=CC=CC=2)CCC1)=[O:12].[Cl:28][C:29]1[CH:30]=[C:31]([N:37]([CH:39]2[CH2:41][CH2:40]2)[CH3:38])[C:32]([NH2:36])=[CH:33][C:34]=1[F:35]. (4) Given the product [C:1]([C:3]1[CH:30]=[CH:29][C:6]2[NH:7][C:8]([CH:10]([C:17]3[C:25]([O:26][CH3:27])=[CH:24][C:23]([CH3:28])=[C:22]4[C:18]=3[CH:19]=[CH:20][NH:21]4)[CH:11]([CH3:16])[C:12]([OH:14])=[O:13])=[N:9][C:5]=2[CH:4]=1)#[N:2], predict the reactants needed to synthesize it. The reactants are: [C:1]([C:3]1[CH:30]=[CH:29][C:6]2[NH:7][C:8]([CH:10]([C:17]3[C:25]([O:26][CH3:27])=[CH:24][C:23]([CH3:28])=[C:22]4[C:18]=3[CH:19]=[CH:20][NH:21]4)[CH:11]([CH3:16])[C:12]([O:14]C)=[O:13])=[N:9][C:5]=2[CH:4]=1)#[N:2].[Li+].[OH-]. (5) Given the product [C:4]([O:27][C@@H:21]([C:7]1[C:6]([CH3:28])=[CH:5][C:4]2[C:9](=[CH:10][C:11]([F:12])=[C:2]([Cl:1])[CH:3]=2)[C:8]=1[O:13][S:14]([C:17]([F:20])([F:19])[F:18])(=[O:15])=[O:16])[C:22]([O:24][CH2:25][CH3:26])=[O:23])([CH3:9])([CH3:5])[CH3:3], predict the reactants needed to synthesize it. The reactants are: [Cl:1][C:2]1[CH:3]=[C:4]2[C:9](=[CH:10][C:11]=1[F:12])[C:8]([O:13][S:14]([C:17]([F:20])([F:19])[F:18])(=[O:16])=[O:15])=[C:7]([C@H:21]([OH:27])[C:22]([O:24][CH2:25][CH3:26])=[O:23])[C:6]([CH3:28])=[CH:5]2.Cl(O)(=O)(=O)=O. (6) Given the product [C:29]([C:28]1[C:27]2[C:22](=[CH:23][C:24]([O:31][CH3:32])=[CH:25][CH:26]=2)[N:21]([CH2:33][CH3:34])[C:20]=1[C:19]#[C:18][C:15]1[CH:16]=[CH:17][C:12]([NH:11][CH:8]=[O:10])=[CH:13][CH:14]=1)#[N:30], predict the reactants needed to synthesize it. The reactants are: C(OC(=O)C)(=O)C.[CH:8]([OH:10])=O.[NH2:11][C:12]1[CH:17]=[CH:16][C:15]([C:18]#[C:19][C:20]2[N:21]([CH2:33][CH3:34])[C:22]3[C:27]([C:28]=2[C:29]#[N:30])=[CH:26][CH:25]=[C:24]([O:31][CH3:32])[CH:23]=3)=[CH:14][CH:13]=1.C(OC=O)(=O)C. (7) Given the product [F:11][As-:12]([F:17])([F:16])([F:15])([F:14])[F:13].[CH3:2][O:3][CH2:4][N+:5]1([CH3:10])[CH2:9][CH2:8][CH2:7][CH2:6]1, predict the reactants needed to synthesize it. The reactants are: [Cl-].[CH3:2][O:3][CH2:4][N+:5]1([CH3:10])[CH2:9][CH2:8][CH2:7][CH2:6]1.[F:11][As-:12]([F:17])([F:16])([F:15])([F:14])[F:13].[Li+].ClCCl. (8) Given the product [CH3:20][C:19]1[CH:21]=[CH:22][C:16]([S:13]([O:12][CH2:11][CH2:10][O:9][CH2:8][CH2:7][C:1]2[CH:6]=[CH:5][CH:4]=[CH:3][CH:2]=2)(=[O:15])=[O:14])=[CH:17][CH:18]=1, predict the reactants needed to synthesize it. The reactants are: [C:1]1([CH2:7][CH2:8][O:9][CH2:10][CH2:11][OH:12])[CH:6]=[CH:5][CH:4]=[CH:3][CH:2]=1.[S:13](Cl)([C:16]1[CH:22]=[CH:21][C:19]([CH3:20])=[CH:18][CH:17]=1)(=[O:15])=[O:14]. (9) Given the product [Cl:29][C:27]1[N:26]=[N:25][C:24]([O:11][C:5]2[C:6]([CH3:10])=[CH:7][CH:8]=[CH:9][C:4]=2[CH:1]2[CH2:3][CH2:2]2)=[C:23]([OH:22])[CH:28]=1, predict the reactants needed to synthesize it. The reactants are: [CH:1]1([C:4]2[CH:9]=[CH:8][CH:7]=[C:6]([CH3:10])[C:5]=2[OH:11])[CH2:3][CH2:2]1.ClC1C=CC=CC=1Cl.[OH-].[Cs+].[OH:22][C:23]1[CH:28]=[C:27]([Cl:29])[N:26]=[N:25][C:24]=1Cl. (10) Given the product [Br:1][C:2]1[CH:3]=[C:4]2[C:9](=[CH:10][CH:11]=1)[C:8](=[O:12])[N:7]([C:13]1[CH:18]=[CH:17][C:16]([C:19]([CH3:22])([CH3:21])[CH3:20])=[CH:15][CH:14]=1)[N:6]=[C:5]2[NH:23][C:24]1[NH:25][N:26]=[C:27]([CH3:29])[CH:28]=1, predict the reactants needed to synthesize it. The reactants are: [Br:1][C:2]1[CH:3]=[C:4]2[C:9](=[CH:10][CH:11]=1)[C:8](=[O:12])[N:7]([C:13]1[CH:18]=[CH:17][C:16]([C:19]([CH3:22])([CH3:21])[CH3:20])=[CH:15][CH:14]=1)[N:6]=[C:5]2[NH:23][C:24]1[N:25](C(C)(C)C)[N:26]=[C:27]([CH3:29])[CH:28]=1.